From a dataset of NCI-60 drug combinations with 297,098 pairs across 59 cell lines. Regression. Given two drug SMILES strings and cell line genomic features, predict the synergy score measuring deviation from expected non-interaction effect. (1) Drug 1: C1CCC(C1)C(CC#N)N2C=C(C=N2)C3=C4C=CNC4=NC=N3. Cell line: CAKI-1. Drug 2: CN(C)C1=NC(=NC(=N1)N(C)C)N(C)C. Synergy scores: CSS=-0.00900, Synergy_ZIP=-3.72, Synergy_Bliss=-6.34, Synergy_Loewe=-16.1, Synergy_HSA=-3.93. (2) Drug 1: C#CCC(CC1=CN=C2C(=N1)C(=NC(=N2)N)N)C3=CC=C(C=C3)C(=O)NC(CCC(=O)O)C(=O)O. Drug 2: C1=NC2=C(N1)C(=S)N=CN2. Cell line: M14. Synergy scores: CSS=31.9, Synergy_ZIP=0.622, Synergy_Bliss=-0.650, Synergy_Loewe=0.806, Synergy_HSA=-0.383. (3) Drug 1: CC1C(C(CC(O1)OC2CC(CC3=C2C(=C4C(=C3O)C(=O)C5=C(C4=O)C(=CC=C5)OC)O)(C(=O)CO)O)N)O.Cl. Drug 2: C1CN(CCN1C(=O)CCBr)C(=O)CCBr. Cell line: MDA-MB-435. Synergy scores: CSS=4.64, Synergy_ZIP=-0.00699, Synergy_Bliss=1.91, Synergy_Loewe=-1.36, Synergy_HSA=-0.675.